From a dataset of Reaction yield outcomes from USPTO patents with 853,638 reactions. Predict the reaction yield, written as a fraction of the theoretical maximum amount of product (1.0 means a 100% yield; for example, 0.34 means a 34% yield). (1) The reactants are I[C:2]1[C:10]2[C:5](=[N:6][CH:7]=[C:8]([C:11]3[CH:16]=[C:15]([O:17][CH3:18])[C:14]([O:19][CH3:20])=[C:13]([O:21][CH3:22])[CH:12]=3)[N:9]=2)[N:4]([Si](C(C)C)(C(C)C)C(C)C)[CH:3]=1.[Li]CCCC.CO[C:40]([CH3:48])([CH3:47])[C:41](N(OC)C)=[O:42].CCCC[N+](CCCC)(CCCC)CCCC.[F-].[O:67]1CCC[CH2:68]1. No catalyst specified. The product is [OH:67][CH2:68][C:40]([CH3:47])([CH3:48])[C:41]([C:2]1[C:10]2[C:5](=[N:6][CH:7]=[C:8]([C:11]3[CH:12]=[C:13]([O:21][CH3:22])[C:14]([O:19][CH3:20])=[C:15]([O:17][CH3:18])[CH:16]=3)[N:9]=2)[NH:4][CH:3]=1)=[O:42]. The yield is 0.110. (2) The reactants are [CH2:1]([O:3][C:4]([C:6]1([C:17](=O)[NH2:18])[CH2:9][N:8]([C:10]([O:12][C:13]([CH3:16])([CH3:15])[CH3:14])=[O:11])[CH2:7]1)=[O:5])[CH3:2].N1C=CC=CC=1.FC(F)(F)C(OC(=O)C(F)(F)F)=O. The catalyst is C1COCC1. The product is [CH2:1]([O:3][C:4]([C:6]1([C:17]#[N:18])[CH2:9][N:8]([C:10]([O:12][C:13]([CH3:15])([CH3:14])[CH3:16])=[O:11])[CH2:7]1)=[O:5])[CH3:2]. The yield is 0.940. (3) The reactants are [C:1]([O:5][C:6](=[O:22])[NH:7][C:8]1[CH:13]=[C:12](Cl)[C:11]([C:15]([F:18])([F:17])[F:16])=[CH:10][C:9]=1[N+:19]([O-:21])=[O:20])([CH3:4])([CH3:3])[CH3:2].[CH:23](B(O)O)=[CH2:24].C([O-])([O-])=O.[K+].[K+]. The catalyst is O.O1CCOCC1.[Pd].C1(P(C2C=CC=CC=2)C2C=CC=CC=2)C=CC=CC=1.C1(P(C2C=CC=CC=2)C2C=CC=CC=2)C=CC=CC=1.C1(P(C2C=CC=CC=2)C2C=CC=CC=2)C=CC=CC=1.C1(P(C2C=CC=CC=2)C2C=CC=CC=2)C=CC=CC=1. The product is [C:1]([O:5][C:6](=[O:22])[NH:7][C:8]1[CH:13]=[C:12]([CH:23]=[CH2:24])[C:11]([C:15]([F:18])([F:17])[F:16])=[CH:10][C:9]=1[N+:19]([O-:21])=[O:20])([CH3:4])([CH3:3])[CH3:2]. The yield is 0.370. (4) The reactants are [CH2:1]([C:3]1[N:7]([C:8]2[C:16]3[O:15][CH2:14][C@@H:13]([N:17]([C:32](=[O:37])[C:33]([F:36])([F:35])[F:34])[C:18]4[CH:31]=[CH:30][C:21]5[C@H:22]([CH2:25][C:26]([O:28][CH3:29])=[O:27])[CH2:23][O:24][C:20]=5[CH:19]=4)[C:12]=3[CH:11]=[CH:10][CH:9]=2)[C:6]2[CH:38]=[CH:39][CH:40]=[C:41]([OH:42])[C:5]=2[N:4]=1)[CH3:2].C1(C)C=CC(S(O[CH2:53][CH2:54][CH2:55][S:56]([CH3:59])(=[O:58])=[O:57])(=O)=O)=CC=1.C(=O)([O-])[O-].[K+].[K+]. The catalyst is CN(C)C=O.[Cl-].[Na+].O. The product is [CH2:1]([C:3]1[N:7]([C:8]2[C:16]3[O:15][CH2:14][C@@H:13]([N:17]([C:32](=[O:37])[C:33]([F:35])([F:36])[F:34])[C:18]4[CH:31]=[CH:30][C:21]5[C@H:22]([CH2:25][C:26]([O:28][CH3:29])=[O:27])[CH2:23][O:24][C:20]=5[CH:19]=4)[C:12]=3[CH:11]=[CH:10][CH:9]=2)[C:6]2[CH:38]=[CH:39][CH:40]=[C:41]([O:42][CH2:53][CH2:54][CH2:55][S:56]([CH3:59])(=[O:58])=[O:57])[C:5]=2[N:4]=1)[CH3:2]. The yield is 0.830.